The task is: Predict which catalyst facilitates the given reaction.. This data is from Catalyst prediction with 721,799 reactions and 888 catalyst types from USPTO. Reactant: [Cl:1][C:2]1[CH:7]=[CH:6][CH:5]=[C:4]([F:8])[C:3]=1[C:9]1([OH:34])[C:17]2[C:12](=[CH:13][C:14]([I:22])=[CH:15][C:16]=2[C:18]([F:21])([F:20])[F:19])[N:11]([CH2:23][C@H:24]2[CH2:27][C@H:26]([N:28]([CH2:31][CH3:32])[CH2:29][CH3:30])[CH2:25]2)[C:10]1=[O:33].[CH3:35][O:36][C@@H:37]([C:41]1[CH:46]=[CH:45][CH:44]=[CH:43][CH:42]=1)[C:38]([OH:40])=[O:39].CCCCCC. Product: [CH3:35][O:36][C@@H:37]([C:41]1[CH:46]=[CH:45][CH:44]=[CH:43][CH:42]=1)[C:38]([O-:40])=[O:39].[Cl:1][C:2]1[CH:7]=[CH:6][CH:5]=[C:4]([F:8])[C:3]=1[C:9]1([OH:34])[C:17]2[C:12](=[CH:13][C:14]([I:22])=[CH:15][C:16]=2[C:18]([F:20])([F:21])[F:19])[N:11]([CH2:23][C@H:24]2[CH2:25][C@H:26]([N:28]([CH2:29][CH3:30])[CH2:31][CH3:32])[CH2:27]2)[C:10]1=[O:33]. The catalyst class is: 13.